From a dataset of Forward reaction prediction with 1.9M reactions from USPTO patents (1976-2016). Predict the product of the given reaction. Given the reactants [F:1][C:2]1[C:9]([F:10])=[C:8]([F:11])[C:7]([F:12])=[C:6]([F:13])[C:3]=1[CH2:4][OH:5].[ClH:14].[NH2:15][CH2:16][C:17](=[O:23])[CH2:18][CH2:19][C:20](O)=[O:21], predict the reaction product. The product is: [ClH:14].[NH2:15][CH2:16][C:17](=[O:23])[CH2:18][CH2:19][C:20]([O:5][CH2:4][C:3]1[C:2]([F:1])=[C:9]([F:10])[C:8]([F:11])=[C:7]([F:12])[C:6]=1[F:13])=[O:21].